Dataset: Full USPTO retrosynthesis dataset with 1.9M reactions from patents (1976-2016). Task: Predict the reactants needed to synthesize the given product. (1) Given the product [CH:1]1([C:4]2[N:5]=[C:6]([O:11][CH3:12])[CH:7]=[C:8]([O:16][CH2:15][C:14]([F:13])([F:27])[F:28])[N:9]=2)[CH2:3][CH2:2]1, predict the reactants needed to synthesize it. The reactants are: [CH:1]1([C:4]2[N:9]=[C:8](O)[CH:7]=[C:6]([O:11][CH3:12])[N:5]=2)[CH2:3][CH2:2]1.[F:13][C:14]([F:28])([F:27])[CH2:15][O:16]S(C1C=CC(C)=CC=1)(=O)=O.[F-].[Cs+].O. (2) The reactants are: C[Al](C)C.[CH:5]([NH2:8])([CH3:7])[CH3:6].C[O:10][C:11]([C:13]1[O:17][N:16]=[C:15]([O:18][CH2:19][C:20]2[C:21]([CH2:26][CH2:27][CH2:28][CH3:29])=[N:22][O:23][C:24]=2[CH3:25])[CH:14]=1)=O.[C@H](O)(C([O-])=O)[C@@H](O)C([O-])=O.[Na+].[K+]. Given the product [CH:5]([NH:8][C:11]([C:13]1[O:17][N:16]=[C:15]([O:18][CH2:19][C:20]2[C:21]([CH2:26][CH2:27][CH2:28][CH3:29])=[N:22][O:23][C:24]=2[CH3:25])[CH:14]=1)=[O:10])([CH3:7])[CH3:6], predict the reactants needed to synthesize it.